Dataset: Full USPTO retrosynthesis dataset with 1.9M reactions from patents (1976-2016). Task: Predict the reactants needed to synthesize the given product. (1) Given the product [CH3:9][C:5]1[C:6]([NH2:8])=[N:7][C:2]([NH:26][C:22]2[CH:23]=[CH:24][CH:25]=[C:20]([S:17]([N:14]3[CH2:13][CH2:12][N:11]([CH3:10])[CH2:16][CH2:15]3)(=[O:19])=[O:18])[CH:21]=2)=[N:3][CH:4]=1, predict the reactants needed to synthesize it. The reactants are: Cl[C:2]1[N:7]=[C:6]([NH2:8])[C:5]([CH3:9])=[CH:4][N:3]=1.[CH3:10][N:11]1[CH2:16][CH2:15][N:14]([S:17]([C:20]2[CH:21]=[C:22]([NH2:26])[CH:23]=[CH:24][CH:25]=2)(=[O:19])=[O:18])[CH2:13][CH2:12]1. (2) Given the product [Br:45][C:46]1[CH:47]=[N:48][C:49]2[C:54]([CH:55]=1)=[CH:53][C:52]([CH2:56][N:5]1[C:1](=[O:11])[C:2]3[C:3](=[CH:7][CH:8]=[CH:9][CH:10]=3)[C:4]1=[O:6])=[CH:51][CH:50]=2, predict the reactants needed to synthesize it. The reactants are: [C:1]1(=[O:11])[NH:5][C:4](=[O:6])[C:3]2=[CH:7][CH:8]=[CH:9][CH:10]=[C:2]12.C1(P(C2C=CC=CC=2)C2C=CC=CC=2)C=CC=CC=1.CC(OC(/N=N/C(OC(C)C)=O)=O)C.[Br:45][C:46]1[CH:47]=[N:48][C:49]2[C:54]([CH:55]=1)=[CH:53][C:52]([CH2:56]O)=[CH:51][CH:50]=2.